This data is from Peptide-MHC class II binding affinity with 134,281 pairs from IEDB. The task is: Regression. Given a peptide amino acid sequence and an MHC pseudo amino acid sequence, predict their binding affinity value. This is MHC class II binding data. (1) The peptide sequence is AAFKVAATAANAAPA. The MHC is HLA-DPA10201-DPB10501 with pseudo-sequence HLA-DPA10201-DPB10501. The binding affinity (normalized) is 0.506. (2) The MHC is HLA-DPA10201-DPB10501 with pseudo-sequence HLA-DPA10201-DPB10501. The binding affinity (normalized) is 0.0116. The peptide sequence is AAAAAYETAFAAIVP. (3) The peptide sequence is IFSKASDSLQLVFGIE. The MHC is DRB1_0401 with pseudo-sequence DRB1_0401. The binding affinity (normalized) is 0.260. (4) The peptide sequence is AMYMALIAAFSIRPGK. The MHC is DRB1_1301 with pseudo-sequence DRB1_1301. The binding affinity (normalized) is 0.576. (5) The peptide sequence is QRRFGGTVIRNPLSR. The MHC is DRB1_0901 with pseudo-sequence DRB1_0901. The binding affinity (normalized) is 0.449. (6) The peptide sequence is AAIVNKLKAILVDLE. The MHC is HLA-DQA10501-DQB10201 with pseudo-sequence HLA-DQA10501-DQB10201. The binding affinity (normalized) is 0.290. (7) The peptide sequence is EGGNIYTKKEAFNVE. The MHC is HLA-DPA10201-DPB10101 with pseudo-sequence HLA-DPA10201-DPB10101. The binding affinity (normalized) is 0.161. (8) The peptide sequence is SPLTASKLTYENVKM. The MHC is DRB1_1001 with pseudo-sequence DRB1_1001. The binding affinity (normalized) is 0.501. (9) The peptide sequence is HELQIVDKIDAAFKI. The MHC is DRB1_1201 with pseudo-sequence DRB1_1201. The binding affinity (normalized) is 0.633. (10) The peptide sequence is LGLTQPFLGLCAFLA. The MHC is DRB1_0901 with pseudo-sequence DRB1_0901. The binding affinity (normalized) is 0.733.